From a dataset of Full USPTO retrosynthesis dataset with 1.9M reactions from patents (1976-2016). Predict the reactants needed to synthesize the given product. Given the product [O:30]1[CH2:29][CH2:28][N:27]([C@H:33]2[CH2:34][CH2:35][C@H:36]([NH:39][C:2]3[C:3]4[C:4]5[CH:5]=[C:6]([CH2:15][C:16]([O:18][CH2:19][CH3:20])=[O:17])[CH:7]=[CH:8][C:9]=5[S:10][C:11]=4[N:12]=[CH:13][N:14]=3)[CH2:37][CH2:38]2)[CH2:32][CH2:31]1, predict the reactants needed to synthesize it. The reactants are: Cl[C:2]1[C:3]2[C:4]3[C:9]([S:10][C:11]=2[N:12]=[CH:13][N:14]=1)=[CH:8][CH:7]=[C:6]([CH2:15][C:16]([O:18][CH2:19][CH3:20])=[O:17])[CH:5]=3.C(=O)([O-])[O-].[K+].[K+].[N:27]1([C@H:33]2[CH2:38][CH2:37][C@H:36]([NH2:39])[CH2:35][CH2:34]2)[CH2:32][CH2:31][O:30][CH2:29][CH2:28]1.